This data is from Reaction yield outcomes from USPTO patents with 853,638 reactions. The task is: Predict the reaction yield, written as a fraction of the theoretical maximum amount of product (1.0 means a 100% yield; for example, 0.34 means a 34% yield). The reactants are I[C:2]1[CH:7]=[CH:6][CH:5]=[CH:4][CH:3]=1.[C:8]1(B(O)O)[CH:13]=[CH:12][CH:11]=[CH:10][CH:9]=1.C([O-])([O-])=O.[Na+].[Na+]. The catalyst is O. The product is [C:2]1([C:8]2[CH:13]=[CH:12][CH:11]=[CH:10][CH:9]=2)[CH:7]=[CH:6][CH:5]=[CH:4][CH:3]=1. The yield is 1.00.